From a dataset of Full USPTO retrosynthesis dataset with 1.9M reactions from patents (1976-2016). Predict the reactants needed to synthesize the given product. (1) Given the product [C:5]([C:4]1[CH:7]=[CH:8][CH:9]=[CH:10][C:3]=1[OH:2])#[N:6], predict the reactants needed to synthesize it. The reactants are: C[O:2][C:3]1[CH:10]=[CH:9][CH:8]=[CH:7][C:4]=1[C:5]#[N:6].C[O-].[Na+].Cl. (2) Given the product [CH3:1][O:2][C:3]([C:4]1[CH:9]=[CH:8][C:7]2[N:21]([C:15]3[CH:20]=[CH:19][CH:18]=[CH:17][CH:16]=3)[C:22]([CH3:23])=[N:11][C:6]=2[CH:5]=1)=[O:14], predict the reactants needed to synthesize it. The reactants are: [CH3:1][O:2][C:3](=[O:14])[C:4]1[CH:9]=[CH:8][C:7](Br)=[C:6]([N+:11]([O-])=O)[CH:5]=1.[C:15]1([NH:21][C:22](=O)[CH3:23])[CH:20]=[CH:19][CH:18]=[CH:17][CH:16]=1. (3) Given the product [N+:1]([C:4]1[CH:9]=[CH:8][CH:7]=[CH:6][C:5]=1/[CH:10]=[CH:11]/[CH2:17][C:15]([O:13][CH3:14])=[O:16])([O-:3])=[O:2].[N+:1]([C:4]1[CH:9]=[CH:8][CH:7]=[CH:6][C:5]=1[CH2:10]/[CH:11]=[CH:17]/[C:15]([O:13][CH3:14])=[O:16])([O-:3])=[O:2], predict the reactants needed to synthesize it. The reactants are: [N+:1]([C:4]1[CH:9]=[CH:8][CH:7]=[CH:6][C:5]=1[CH2:10][CH:11]=O)([O-:3])=[O:2].[O:13]([C:15]([CH:17]=P(C1C=CC=CC=1)(C1C=CC=CC=1)C1C=CC=CC=1)=[O:16])[CH3:14]. (4) Given the product [P:1]([O-:21])([O:3][CH2:4][CH:5]([CH2:10][CH3:11])[CH2:6][CH2:7][CH2:8][CH3:9])([O:12][CH2:13][CH:14]([CH2:19][CH3:20])[CH2:15][CH2:16][CH2:17][CH3:18])=[O:2].[Na+:23], predict the reactants needed to synthesize it. The reactants are: [P:1]([O-:21])([O:12][CH2:13][CH:14]([CH2:19][CH3:20])[CH2:15][CH2:16][CH2:17][CH3:18])([O:3][CH2:4][CH:5]([CH2:10][CH3:11])[CH2:6][CH2:7][CH2:8][CH3:9])=[O:2].[OH-].[Na+:23]. (5) Given the product [CH2:30]([N:32]([CH2:49][CH3:50])[CH2:33]/[CH:34]=[CH:35]\[C:2]1[CH:7]=[C:6]([F:8])[CH:5]=[CH:4][C:3]=1[S:9]([NH:12][C:13]1[C:22]([C:23]([O:25][CH3:26])=[O:24])=[C:21]2[C:16]([C:17]3[CH:29]=[CH:28][O:27][C:18]=3[CH:19]=[N:20]2)=[CH:15][CH:14]=1)(=[O:11])=[O:10])[CH3:31], predict the reactants needed to synthesize it. The reactants are: Br[C:2]1[CH:7]=[C:6]([F:8])[CH:5]=[CH:4][C:3]=1[S:9]([NH:12][C:13]1[C:22]([C:23]([O:25][CH3:26])=[O:24])=[C:21]2[C:16]([C:17]3[CH:29]=[CH:28][O:27][C:18]=3[CH:19]=[N:20]2)=[CH:15][CH:14]=1)(=[O:11])=[O:10].[CH2:30]([N:32]([CH2:49][CH3:50])[CH2:33]/[CH:34]=[CH:35]\[Sn](CCCC)(CCCC)CCCC)[CH3:31]. (6) Given the product [Cl:1][C:2]1[N:3]=[CH:4][C:5]2[CH:10]=[C:9]([C:11]([OH:18])=[O:12])[N:8]([CH:13]3[CH2:14][CH2:15][CH2:16][CH2:17]3)[C:6]=2[N:7]=1, predict the reactants needed to synthesize it. The reactants are: [Cl:1][C:2]1[N:3]=[CH:4][C:5]2[CH:10]=[C:9]([CH:11]=[O:12])[N:8]([CH:13]3[CH2:17][CH2:16][CH2:15][CH2:14]3)[C:6]=2[N:7]=1.[OH:18]OS([O-])=O.[K+].O.